Dataset: Kir2.1 potassium channel HTS with 301,493 compounds. Task: Binary Classification. Given a drug SMILES string, predict its activity (active/inactive) in a high-throughput screening assay against a specified biological target. (1) The molecule is O(Cc1cc([N+]([O-])=O)ccc1)C(=O)/C=C\c1ccc(OC)cc1. The result is 0 (inactive). (2) The drug is S=C(Nc1c(F)cccc1)C(/[n+]1ccccc1)=C(\[O-])c1ccc([N+]([O-])=O)cc1. The result is 0 (inactive). (3) The drug is O1C(CCC1)CNc1[nH]c(c(c(=O)n1)C#N)c1occc1. The result is 0 (inactive). (4) The molecule is O=C(Nc1ccccc1)C1C2C1C=CCCCC2. The result is 0 (inactive). (5) The drug is S(=O)(=O)(N1CC(CCC1)C(=O)NCCN(Cc1ccccc1)C)CC. The result is 0 (inactive). (6) The drug is Clc1ccc(N2C(=O)C(N3CCC(CC3)CCN3CCCC3=O)CC2=O)cc1. The result is 0 (inactive).